This data is from Acute oral toxicity (LD50) regression data from Zhu et al.. The task is: Regression/Classification. Given a drug SMILES string, predict its toxicity properties. Task type varies by dataset: regression for continuous values (e.g., LD50, hERG inhibition percentage) or binary classification for toxic/non-toxic outcomes (e.g., AMES mutagenicity, cardiotoxicity, hepatotoxicity). Dataset: ld50_zhu. (1) The compound is CCOCCOCCO. The rat oral LD50 is 1.39, given as -log10 of the dose in mol/kg body weight (higher means more acutely toxic). (2) The drug is Nc1ncc(C=Cc2ccc([N+](=O)[O-])o2)nn1. The rat oral LD50 is 2.97, given as -log10 of the dose in mol/kg body weight (higher means more acutely toxic). (3) The compound is CC=CC=CCOCCO. The rat oral LD50 is 1.63, given as -log10 of the dose in mol/kg body weight (higher means more acutely toxic).